Dataset: NCI-60 drug combinations with 297,098 pairs across 59 cell lines. Task: Regression. Given two drug SMILES strings and cell line genomic features, predict the synergy score measuring deviation from expected non-interaction effect. (1) Drug 1: CN(C)C1=NC(=NC(=N1)N(C)C)N(C)C. Drug 2: CC(C1=C(C=CC(=C1Cl)F)Cl)OC2=C(N=CC(=C2)C3=CN(N=C3)C4CCNCC4)N. Cell line: SN12C. Synergy scores: CSS=13.3, Synergy_ZIP=2.07, Synergy_Bliss=7.76, Synergy_Loewe=-10.7, Synergy_HSA=7.00. (2) Drug 1: CC(C1=C(C=CC(=C1Cl)F)Cl)OC2=C(N=CC(=C2)C3=CN(N=C3)C4CCNCC4)N. Drug 2: CC12CCC3C(C1CCC2=O)CC(=C)C4=CC(=O)C=CC34C. Cell line: KM12. Synergy scores: CSS=61.0, Synergy_ZIP=3.09, Synergy_Bliss=2.26, Synergy_Loewe=1.92, Synergy_HSA=4.86. (3) Cell line: SNB-75. Drug 2: C1=NC2=C(N1)C(=S)N=C(N2)N. Synergy scores: CSS=20.0, Synergy_ZIP=-3.42, Synergy_Bliss=-3.23, Synergy_Loewe=-24.3, Synergy_HSA=-2.27. Drug 1: CN(C)N=NC1=C(NC=N1)C(=O)N.